This data is from Reaction yield outcomes from USPTO patents with 853,638 reactions. The task is: Predict the reaction yield, written as a fraction of the theoretical maximum amount of product (1.0 means a 100% yield; for example, 0.34 means a 34% yield). (1) The reactants are [F:1][C:2]1[CH:3]=[C:4]([CH:6]=[CH:7][C:8]=1[N+:9]([O-:11])=[O:10])[NH2:5].[Br:12]Br.C([O-])([O-])=O.[Na+].[Na+]. The catalyst is C(O)(=O)C. The product is [Br:12][C:6]1[CH:7]=[C:8]([N+:9]([O-:11])=[O:10])[C:2]([F:1])=[CH:3][C:4]=1[NH2:5]. The yield is 0.840. (2) The reactants are [CH3:1][C:2]1[C:7]([CH:8]=[O:9])=[CH:6][CH:5]=[CH:4][N:3]=1.N1C2C=CC=CC=2N=C1CN(C1C2N=CC=CC=2CCC1)CC1C=CC(CN)=CC=1.CC(O)=O.[BH-](OC(C)=O)(OC(C)=O)OC(C)=O.[Na+]. The catalyst is C1COCC1. The product is [CH3:1][C:2]1[C:7]([CH2:8][OH:9])=[CH:6][CH:5]=[CH:4][N:3]=1. The yield is 0.370. (3) The reactants are [F:1][C:2]1[CH:3]=[C:4]([C:8]2[CH:9]=[C:10]([CH:14]=[C:15]([CH3:17])[CH:16]=2)[C:11]([OH:13])=O)[CH:5]=[CH:6][CH:7]=1.C(Cl)(C(Cl)=O)=O.[NH2:24][C:25]1[C:26]([CH3:33])=[C:27]([OH:32])[CH:28]=[CH:29][C:30]=1[F:31].C([O-])(O)=O.[Na+]. The catalyst is C(Cl)Cl.CN(C=O)C.C1COCC1.O. The product is [F:31][C:30]1[C:25]([NH:24][C:11](=[O:13])[C:10]2[CH:14]=[C:15]([CH3:17])[CH:16]=[C:8]([C:4]3[CH:5]=[CH:6][CH:7]=[C:2]([F:1])[CH:3]=3)[CH:9]=2)=[C:26]([CH3:33])[C:27]([OH:32])=[CH:28][CH:29]=1. The yield is 0.630.